From a dataset of Full USPTO retrosynthesis dataset with 1.9M reactions from patents (1976-2016). Predict the reactants needed to synthesize the given product. (1) The reactants are: [C:1]([C:3]1[C:8](=[O:9])[N:7]([CH2:10][C:11]2[CH:16]=[CH:15][C:14]([CH3:17])=[CH:13][C:12]=2[CH3:18])[C:6]([C:19]2[CH:24]=[CH:23][C:22]([NH:25][C:26]3[CH:27]=[C:28]4[C:32](=[CH:33][CH:34]=3)[NH:31][C:30]([C:35]([O:37]CC)=[O:36])=[CH:29]4)=[CH:21][CH:20]=2)=[CH:5][C:4]=1[C:40]([F:43])([F:42])[F:41])#[N:2].O.CCOC(C)=O. Given the product [C:1]([C:3]1[C:8](=[O:9])[N:7]([CH2:10][C:11]2[CH:16]=[CH:15][C:14]([CH3:17])=[CH:13][C:12]=2[CH3:18])[C:6]([C:19]2[CH:20]=[CH:21][C:22]([NH:25][C:26]3[CH:27]=[C:28]4[C:32](=[CH:33][CH:34]=3)[NH:31][C:30]([C:35]([OH:37])=[O:36])=[CH:29]4)=[CH:23][CH:24]=2)=[CH:5][C:4]=1[C:40]([F:41])([F:42])[F:43])#[N:2], predict the reactants needed to synthesize it. (2) Given the product [F:35][CH:2]([F:1])[C:3]1[CH:8]=[CH:7][N:6]=[C:5]([NH:9][C:10]2[N:15]=[C:14]([C:16]3[CH:17]=[N:18][C:19]([C@@:22]([C@H:25]4[CH2:30][CH2:29][C@H:28]([C:31]([O:33][CH2:43][Cl:44])=[O:32])[CH2:27][CH2:26]4)([OH:24])[CH3:23])=[CH:20][CH:21]=3)[CH:13]=[C:12]([CH3:34])[CH:11]=2)[CH:4]=1, predict the reactants needed to synthesize it. The reactants are: [F:1][CH:2]([F:35])[C:3]1[CH:8]=[CH:7][N:6]=[C:5]([NH:9][C:10]2[N:15]=[C:14]([C:16]3[CH:17]=[N:18][C:19]([C@@:22]([C@H:25]4[CH2:30][CH2:29][C@H:28]([C:31]([OH:33])=[O:32])[CH2:27][CH2:26]4)([OH:24])[CH3:23])=[CH:20][CH:21]=3)[CH:13]=[C:12]([CH3:34])[CH:11]=2)[CH:4]=1.C(=O)([O-])[O-].[Cs+].[Cs+].Br[CH2:43][Cl:44]. (3) Given the product [Cl:1][C:2]1[CH:3]=[C:4]2[C:8](=[CH:9][CH:10]=1)[NH:7][C:6]([C:20]([NH2:48])=[O:22])=[C:5]2[S:25]([N:28]1[CH2:33][CH2:32][O:31][C@H:30]([CH2:34][O:35][C:36]2[CH:37]=[CH:38][C:39]([C:42]3[CH:43]=[N:44][CH:45]=[CH:46][CH:47]=3)=[CH:40][CH:41]=2)[CH2:29]1)(=[O:27])=[O:26], predict the reactants needed to synthesize it. The reactants are: [Cl:1][C:2]1[CH:3]=[C:4]2[C:8](=[CH:9][CH:10]=1)[N:7](S(C1C=CC=CC=1)(=O)=O)[C:6]([C:20]([O:22]CC)=O)=[C:5]2[S:25]([N:28]1[CH2:33][CH2:32][O:31][C@H:30]([CH2:34][O:35][C:36]2[CH:41]=[CH:40][C:39]([C:42]3[CH:43]=[N:44][CH:45]=[CH:46][CH:47]=3)=[CH:38][CH:37]=2)[CH2:29]1)(=[O:27])=[O:26].[NH3:48]. (4) Given the product [Br:11][C:3]1[CH:4]=[C:5]2[NH:10][N:9]=[CH:8][C:6]2=[N:7][C:2]=1[CH:12]=[CH2:13], predict the reactants needed to synthesize it. The reactants are: Br[C:2]1[N:7]=[C:6]2[CH:8]=[N:9][NH:10][C:5]2=[CH:4][C:3]=1[Br:11].[CH2:12]([Sn](CCCC)(CCCC)C=C)[CH2:13]CC. (5) Given the product [CH:14]1([N:7]2[C:8]3[C:4](=[CH:3][C:2]([F:1])=[C:10]([CH3:11])[CH:9]=3)[C:5]([C:12]#[N:13])=[CH:6]2)[CH2:17][CH2:16][CH2:15]1, predict the reactants needed to synthesize it. The reactants are: [F:1][C:2]1[CH:3]=[C:4]2[C:8](=[CH:9][C:10]=1[CH3:11])[NH:7][CH:6]=[C:5]2[C:12]#[N:13].[CH:14]1(Br)[CH2:17][CH2:16][CH2:15]1.C(=O)([O-])[O-].[Cs+].[Cs+]. (6) The reactants are: [Cl:1][CH2:2][CH2:3][CH2:4][CH2:5][OH:6].[Si:7](Cl)([C:10]([CH3:13])([CH3:12])[CH3:11])([CH3:9])[CH3:8].N1C=CN=C1.CN(C)C=[O:23]. Given the product [Si:7]([O:6][CH:5]([OH:23])[CH2:4][CH2:3][CH2:2][Cl:1])([C:10]([CH3:13])([CH3:12])[CH3:11])([CH3:9])[CH3:8], predict the reactants needed to synthesize it.